Dataset: Reaction yield outcomes from USPTO patents with 853,638 reactions. Task: Predict the reaction yield, written as a fraction of the theoretical maximum amount of product (1.0 means a 100% yield; for example, 0.34 means a 34% yield). (1) The reactants are Br[CH2:2][CH2:3][O:4][Si:5]([C:8]([CH3:11])([CH3:10])[CH3:9])([CH3:7])[CH3:6].[Br:12][C:13]1[CH:14]=[C:15]([NH:21][C:22]2[CH:27]=[CH:26][C:25]([N:28]3[CH2:33][CH2:32][NH:31][CH2:30][CH2:29]3)=[CH:24][N:23]=2)[C:16](=[O:20])[N:17]([CH3:19])[CH:18]=1. The catalyst is CC#N. The product is [Br:12][C:13]1[CH:14]=[C:15]([NH:21][C:22]2[CH:27]=[CH:26][C:25]([N:28]3[CH2:33][CH2:32][N:31]([CH2:2][CH2:3][O:4][Si:5]([C:8]([CH3:11])([CH3:10])[CH3:9])([CH3:7])[CH3:6])[CH2:30][CH2:29]3)=[CH:24][N:23]=2)[C:16](=[O:20])[N:17]([CH3:19])[CH:18]=1. The yield is 0.900. (2) The reactants are [N:1]1([C:7]2[CH:8]=[C:9]([CH:13]=[C:14]([N+:16]([O-:18])=[O:17])[CH:15]=2)[C:10](O)=[O:11])[CH2:6][CH2:5][O:4][CH2:3][CH2:2]1.[NH3:19]. No catalyst specified. The product is [N:1]1([C:7]2[CH:8]=[C:9]([CH:13]=[C:14]([N+:16]([O-:18])=[O:17])[CH:15]=2)[C:10]([NH2:19])=[O:11])[CH2:6][CH2:5][O:4][CH2:3][CH2:2]1. The yield is 0.640. (3) The reactants are [N:1]1([C:6]([N:8]2[CH:12]=[CH:11]N=[CH:9]2)=[O:7])[CH:5]=[CH:4][N:3]=[CH:2]1.NC1[C:22]2C(=[N:18][CH:19]=[C:20]([Cl:37])[C:21]=2[N:23]2[CH2:28][CH2:27][CH2:26][C@@H:25]([NH:29][C:30](=[O:36])[O:31][C:32]([CH3:35])([CH3:34])[CH3:33])[CH2:24]2)NC=1.[CH2:38]1COCC1. The catalyst is CCOC(C)=O. The product is [Cl:37][C:20]1[C:21]([N:23]2[CH2:28][CH2:27][CH2:26][C@@H:25]([NH:29][C:30](=[O:36])[O:31][C:32]([CH3:35])([CH3:34])[CH3:33])[CH2:24]2)=[C:22]2[C:5]([NH:1][C:6]([N:8]3[CH2:9][CH2:38][CH2:11][CH2:12]3)=[O:7])=[CH:4][NH:3][C:2]2=[N:18][CH:19]=1. The yield is 0.740. (4) The reactants are [F:1][C:2]([F:25])([F:24])[C:3]1[CH:23]=[CH:22][C:6]([CH2:7][CH:8]2[CH2:13][CH:12]([C:14]([O:16]C)=[O:15])[CH2:11][CH2:10][N:9]2[C:18]([O:20][CH3:21])=[O:19])=[CH:5][CH:4]=1.[Br-].[Li+].C(N(CC)CC)C.CC(OC)(C)C. The catalyst is C(#N)C.O. The product is [CH3:21][O:20][C:18]([N:9]1[CH2:10][CH2:11][CH:12]([C:14]([OH:16])=[O:15])[CH2:13][CH:8]1[CH2:7][C:6]1[CH:5]=[CH:4][C:3]([C:2]([F:25])([F:24])[F:1])=[CH:23][CH:22]=1)=[O:19]. The yield is 0.870.